This data is from CYP2C9 inhibition data for predicting drug metabolism from PubChem BioAssay. The task is: Regression/Classification. Given a drug SMILES string, predict its absorption, distribution, metabolism, or excretion properties. Task type varies by dataset: regression for continuous measurements (e.g., permeability, clearance, half-life) or binary classification for categorical outcomes (e.g., BBB penetration, CYP inhibition). Dataset: cyp2c9_veith. The molecule is CCC(C)NC(=O)C(NS(=O)(=O)c1cccc2nsnc12)c1ccccc1. The result is 1 (inhibitor).